Predict the reactants needed to synthesize the given product. From a dataset of Full USPTO retrosynthesis dataset with 1.9M reactions from patents (1976-2016). (1) Given the product [F:12][C:13]1[CH:14]=[C:15]([C:20]([N:22]2[CH2:35][C:34]([CH3:36])([CH3:37])[C:33]3[C:32]4[CH:31]=[CH:30][CH:29]=[CH:28][C:27]=4[NH:26][C:25]=3[C:24]([C:38]([NH:40][CH2:41][CH2:42][C:43]([O:45][C:46]([CH3:49])([CH3:48])[CH3:47])=[O:44])=[O:39])=[CH:23]2)=[O:21])[CH:16]=[CH:17][C:18]=1[F:19], predict the reactants needed to synthesize it. The reactants are: C1CCN2C(=NCCC2)CC1.[F:12][C:13]1[CH:14]=[C:15]([C:20]([N:22]2[CH2:35][C:34]([CH3:37])([CH3:36])[C:33]3[C:32]4[CH:31]=[CH:30][CH:29]=[CH:28][C:27]=4[NH:26][C:25]=3[CH:24]([C:38]([NH:40][CH2:41][CH2:42][C:43]([O:45][C:46]([CH3:49])([CH3:48])[CH3:47])=[O:44])=[O:39])[CH2:23]2)=[O:21])[CH:16]=[CH:17][C:18]=1[F:19].ClC(Cl)(Cl)Br. (2) The reactants are: [CH3:1][O:2][C:3]1[CH:4]=[C:5]2[C:10](=[CH:11][CH:12]=1)[C:9](=[O:13])[CH2:8][CH2:7][CH2:6]2.[NH:14]1[CH2:18][CH2:17][CH2:16][CH2:15]1.[CH2:19]=O. Given the product [CH3:1][O:2][C:3]1[CH:4]=[C:5]2[C:10](=[CH:11][CH:12]=1)[C:9](=[O:13])[CH:8]([CH2:19][N:14]1[CH2:18][CH2:17][CH2:16][CH2:15]1)[CH2:7][CH2:6]2, predict the reactants needed to synthesize it. (3) Given the product [C:12]([C:6]1[CH:5]=[C:4]2[C:9]([CH:10]=[CH:11][C:2](=[O:1])[N:3]2[CH2:31][CH2:30][N:27]2[CH2:28][CH2:29][C@@H:24]([NH:23][C:21](=[O:22])[O:20][C:16]([CH3:18])([CH3:17])[CH3:19])[C@@H:25]([F:37])[CH2:26]2)=[CH:8][CH:7]=1)#[N:13], predict the reactants needed to synthesize it. The reactants are: [O:1]=[C:2]1[CH:11]=[CH:10][C:9]2[C:4](=[CH:5][C:6]([C:12]#[N:13])=[CH:7][CH:8]=2)[NH:3]1.[H-].[Na+].[C:16]([O:20][C:21]([NH:23][C@@H:24]1[CH2:29][CH2:28][N:27]([CH2:30][CH2:31]CS([O-])(=O)=O)[CH2:26][C@@H:25]1[F:37])=[O:22])([CH3:19])([CH3:18])[CH3:17]. (4) Given the product [CH3:5][O:6][CH2:7][C@H:8]([CH3:52])[CH2:9][O:10][CH2:11][C:12]1[CH:17]=[CH:16][C:15]([C@@H:18]2[C@@H:23]([O:24][CH2:25][C:26]3[CH:27]=[CH:28][C:29]4[O:34][CH2:33][CH2:32][N:31]([CH2:35][CH2:36][CH2:37][O:38][CH3:39])[C:30]=4[CH:40]=3)[CH2:22][N:21]([S:41]([C:44]3[CH:49]=[CH:48][C:47]([CH3:50])=[CH:46][CH:45]=3)(=[O:42])=[O:43])[CH2:20][C@H:19]2[O:51][CH2:3][CH2:2][C:1]#[N:4])=[CH:14][CH:13]=1, predict the reactants needed to synthesize it. The reactants are: [C:1](#[N:4])[CH:2]=[CH2:3].[CH3:5][O:6][CH2:7][C@H:8]([CH3:52])[CH2:9][O:10][CH2:11][C:12]1[CH:17]=[CH:16][C:15]([C@@H:18]2[C@@H:23]([O:24][CH2:25][C:26]3[CH:27]=[CH:28][C:29]4[O:34][CH2:33][CH2:32][N:31]([CH2:35][CH2:36][CH2:37][O:38][CH3:39])[C:30]=4[CH:40]=3)[CH2:22][N:21]([S:41]([C:44]3[CH:49]=[CH:48][C:47]([CH3:50])=[CH:46][CH:45]=3)(=[O:43])=[O:42])[CH2:20][C@H:19]2[OH:51])=[CH:14][CH:13]=1.N1CCCN2CCCCCC=12. (5) Given the product [C:40]([Si:37]([CH3:39])([CH3:38])[O:36][CH2:35][CH2:34][C@@:7]([OH:6])([CH2:11][C:12]1[CH:25]=[C:24]([O:26][CH3:27])[C:23]2[C:14](=[C:15]([O:30][CH3:31])[C:16]3[C:21]([C:22]=2[O:28][CH3:29])=[CH:20][CH:19]=[CH:18][CH:17]=3)[C:13]=1[O:32][CH3:33])[C:8](=[O:9])[CH3:45])([CH3:43])([CH3:41])[CH3:42], predict the reactants needed to synthesize it. The reactants are: C([C@@H]1[O:9][C:8](=O)[C@@:7]([CH2:34][CH2:35][O:36][Si:37]([C:40]([CH3:43])([CH3:42])[CH3:41])([CH3:39])[CH3:38])([CH2:11][C:12]2[CH:25]=[C:24]([O:26][CH3:27])[C:23]3[C:14](=[C:15]([O:30][CH3:31])[C:16]4[C:21]([C:22]=3[O:28][CH3:29])=[CH:20][CH:19]=[CH:18][CH:17]=4)[C:13]=2[O:32][CH3:33])[O:6]1)(C)(C)C.[Li][CH3:45]. (6) Given the product [Cl:1][C:2]1[N:7]=[C:6]([NH:10][C:11]2[CH:21]=[CH:20][CH:19]=[CH:18][C:12]=2[C:13]([O:15][CH2:16][CH3:17])=[O:14])[C:5]([CH3:9])=[CH:4][N:3]=1, predict the reactants needed to synthesize it. The reactants are: [Cl:1][C:2]1[N:7]=[C:6](Cl)[C:5]([CH3:9])=[CH:4][N:3]=1.[NH2:10][C:11]1[CH:21]=[CH:20][CH:19]=[CH:18][C:12]=1[C:13]([O:15][CH2:16][CH3:17])=[O:14].C(N(C(C)C)CC)(C)C. (7) Given the product [Br:8][C:6]1[CH:5]=[CH:4][C:3]2=[C:2]([CH:7]=1)[NH:1][C:19](=[O:20])[CH2:18][N:17]=[C:9]2[C:11]1[CH:16]=[CH:15][CH:14]=[CH:13][CH:12]=1, predict the reactants needed to synthesize it. The reactants are: [NH2:1][C:2]1[CH:7]=[C:6]([Br:8])[CH:5]=[CH:4][C:3]=1[C:9]([C:11]1[CH:16]=[CH:15][CH:14]=[CH:13][CH:12]=1)=O.[NH2:17][CH2:18][C:19](OCC)=[O:20]. (8) Given the product [F:1][C:2]1[CH:3]=[CH:4][C:5]([CH2:8][CH2:9][C:10]2[CH:11]=[CH:12][C:13]([N:16]3[C:21](=[O:22])[CH2:20][CH:18]([C:17]([OH:25])=[O:24])[CH2:19]3)=[CH:14][CH:15]=2)=[CH:6][CH:7]=1, predict the reactants needed to synthesize it. The reactants are: [F:1][C:2]1[CH:7]=[CH:6][C:5]([CH2:8][CH2:9][C:10]2[CH:15]=[CH:14][C:13]([NH2:16])=[CH:12][CH:11]=2)=[CH:4][CH:3]=1.[C:17]([OH:25])(=[O:24])[C:18]([CH2:20][C:21](O)=[O:22])=[CH2:19]. (9) Given the product [CH3:1][C:2]1[CH:11]=[CH:10][CH:9]=[C:8]2[C:3]=1[CH2:4][CH2:5][O:6][CH:7]2[C:12]([O:14][CH3:15])=[O:13], predict the reactants needed to synthesize it. The reactants are: [CH3:1][C:2]1[CH:11]=[CH:10][CH:9]=[C:8]2[C:3]=1[CH2:4][CH2:5][O:6][CH:7]2[C:12]([OH:14])=[O:13].[CH3:15][Si](Cl)(C)C.